Dataset: Catalyst prediction with 721,799 reactions and 888 catalyst types from USPTO. Task: Predict which catalyst facilitates the given reaction. Reactant: Cl[C:2]1[CH:7]=[CH:6][C:5]([C:8]([NH:10][C:11]2[S:12][C:13]([N:21]3[CH2:26][CH2:25][O:24][CH2:23][CH2:22]3)=[C:14]([C:16]3[O:17][CH:18]=[CH:19][CH:20]=3)[N:15]=2)=[O:9])=[CH:4][N:3]=1.[CH3:27][N:28]1[CH2:33][CH2:32][NH:31][CH2:30][CH2:29]1. Product: [O:17]1[CH:18]=[CH:19][CH:20]=[C:16]1[C:14]1[N:15]=[C:11]([NH:10][C:8]([C:5]2[CH:6]=[CH:7][C:2]([N:31]3[CH2:32][CH2:33][N:28]([CH3:27])[CH2:29][CH2:30]3)=[N:3][CH:4]=2)=[O:9])[S:12][C:13]=1[N:21]1[CH2:26][CH2:25][O:24][CH2:23][CH2:22]1. The catalyst class is: 12.